This data is from Reaction yield outcomes from USPTO patents with 853,638 reactions. The task is: Predict the reaction yield, written as a fraction of the theoretical maximum amount of product (1.0 means a 100% yield; for example, 0.34 means a 34% yield). The reactants are [CH2:1]([O:3][C:4]1[CH:5]=[C:6]([C:27](O)=[O:28])[C:7]2[NH:11][C:10]([NH:12][C:13]([C:15]3[N:16]=[CH:17][C:18]4[C:23]([CH:24]=3)=[CH:22][CH:21]=[CH:20][CH:19]=4)=[O:14])=[N:9][C:8]=2[C:25]=1[F:26])[CH3:2].CN(C(ON1N=NC2C=CC=CC1=2)=[N+](C)C)C.F[P-](F)(F)(F)(F)F.CCN(C(C)C)C(C)C.S(O)(O)(=O)=O.[NH2:68][C:69]1[NH:70][CH:71]=[CH:72][N:73]=1. The catalyst is CN(C=O)C.[Cl-].[Na+].O. The product is [CH2:1]([O:3][C:4]1[CH:5]=[C:6]([C:27](=[O:28])[NH:68][C:69]2[NH:70][CH:71]=[CH:72][N:73]=2)[C:7]2[NH:11][C:10]([NH:12][C:13]([C:15]3[N:16]=[CH:17][C:18]4[C:23]([CH:24]=3)=[CH:22][CH:21]=[CH:20][CH:19]=4)=[O:14])=[N:9][C:8]=2[C:25]=1[F:26])[CH3:2]. The yield is 0.460.